Dataset: Tyrosyl-DNA phosphodiesterase HTS with 341,365 compounds. Task: Binary Classification. Given a drug SMILES string, predict its activity (active/inactive) in a high-throughput screening assay against a specified biological target. (1) The compound is Clc1c(NC(=O)CSc2n(C3CCCCC3)c(nn2)c2c(F)cccc2)cc(cc1)C(O)=O. The result is 0 (inactive). (2) The drug is S(c1n(CCC)c(=O)c2c(n1)cccc2)CC(=O)NCCCN1CCCC1=O. The result is 0 (inactive). (3) The compound is S(=O)(=O)(N(C)C)Nc1c(cccc1)C(=O)N. The result is 0 (inactive). (4) The molecule is O=c1n(c(nc2n(ncc12)c1c(cccc1)C)C)c1ccc(cc1)C(OCC)=O. The result is 0 (inactive). (5) The molecule is o1c2c(CN3CCCC3)c(O)ccc2cc(c1=O)c1ccc(OC)cc1. The result is 0 (inactive). (6) The molecule is Clc1c(CNC(=O)COC(=O)C2CC2)ccc(Cl)c1. The result is 0 (inactive).